This data is from Full USPTO retrosynthesis dataset with 1.9M reactions from patents (1976-2016). The task is: Predict the reactants needed to synthesize the given product. (1) Given the product [Br:1][C:2]1[CH:7]=[CH:6][C:5]([O:8][CH2:22][C@@H:23]2[CH2:28][N:27]([CH3:29])[C:26]3[CH:30]=[CH:31][CH:32]=[CH:33][C:25]=3[O:24]2)=[CH:4][C:3]=1[CH2:9][CH3:10], predict the reactants needed to synthesize it. The reactants are: [Br:1][C:2]1[CH:7]=[CH:6][C:5]([OH:8])=[CH:4][C:3]=1[CH2:9][CH3:10].CC1C=CC(S(O[CH2:22][C@@H:23]2[CH2:28][N:27]([CH3:29])[C:26]3[CH:30]=[CH:31][CH:32]=[CH:33][C:25]=3[O:24]2)(=O)=O)=CC=1.CN(C)C=O.[Cl-].[Cs+]. (2) Given the product [OH:47][CH:45]([CH3:46])[CH2:44][CH2:43][N:4]1[C:5](=[O:30])[C:6]2[N:7]([CH2:23][C:24]3[CH:29]=[CH:28][CH:27]=[CH:26][N:25]=3)[C:8]([CH2:11][C:12]3[CH:17]=[CH:16][CH:15]=[C:14]([O:18][C:19]([F:22])([F:21])[F:20])[CH:13]=3)=[N:9][C:10]=2[N:2]([CH3:1])[C:3]1=[O:31], predict the reactants needed to synthesize it. The reactants are: [CH3:1][N:2]1[C:10]2[N:9]=[C:8]([CH2:11][C:12]3[CH:17]=[CH:16][CH:15]=[C:14]([O:18][C:19]([F:22])([F:21])[F:20])[CH:13]=3)[N:7]([CH2:23][C:24]3[CH:29]=[CH:28][CH:27]=[CH:26][N:25]=3)[C:6]=2[C:5](=[O:30])[NH:4][C:3]1=[O:31].CC1C=CC(S(O[CH2:43][CH2:44][CH:45]([OH:47])[CH3:46])(=O)=O)=CC=1.C(=O)([O-])[O-].[K+].[K+]. (3) Given the product [CH2:1]([C:3]1[CH:4]=[CH:5][C:6]([C:9]2[C:14]([F:15])=[C:13]([F:16])[C:12]([OH:17])=[C:11]([CH2:18][CH2:19][C:20](=[O:22])[CH3:21])[CH:10]=2)=[CH:7][CH:8]=1)[CH3:2], predict the reactants needed to synthesize it. The reactants are: [CH2:1]([C:3]1[CH:8]=[CH:7][C:6]([C:9]2[C:14]([F:15])=[C:13]([F:16])[C:12]([OH:17])=[C:11]([CH:18]=[CH:19][C:20](=[O:22])[CH3:21])[CH:10]=2)=[CH:5][CH:4]=1)[CH3:2]. (4) Given the product [F:44][C:45]([F:50])([F:49])[C:46]([OH:48])=[O:47].[Cl:19][C:15]1[C:14]([F:20])=[C:13]([CH:12]2[C:11]([C:23]3[CH:28]=[CH:27][C:26]([Cl:29])=[CH:25][C:24]=3[F:30])([C:21]#[N:22])[CH:10]([CH2:31][C:32]([CH3:42])([CH3:43])[CH2:33][OH:34])[NH:9][CH:8]2[C:6]([OH:7])=[O:5])[CH:18]=[CH:17][CH:16]=1, predict the reactants needed to synthesize it. The reactants are: C([O:5][C:6]([CH:8]1[CH:12]([C:13]2[CH:18]=[CH:17][CH:16]=[C:15]([Cl:19])[C:14]=2[F:20])[C:11]([C:23]2[CH:28]=[CH:27][C:26]([Cl:29])=[CH:25][C:24]=2[F:30])([C:21]#[N:22])[CH:10]([CH2:31][C:32]([CH3:43])([CH3:42])[CH2:33][O:34][Si](C(C)(C)C)(C)C)[NH:9]1)=[O:7])(C)(C)C.[F:44][C:45]([F:50])([F:49])[C:46]([OH:48])=[O:47]. (5) Given the product [CH2:1]([N:3]1[CH:7]=[C:6]([C:8]2[CH:13]=[CH:12][N:11]=[C:10]3[NH:14][C:15]([C:17]4[CH:22]=[CH:21][CH:20]=[C:19]([CH:23]=[O:24])[CH:18]=4)=[CH:16][C:9]=23)[C:5]([C:25]2[CH:26]=[CH:27][C:28]([NH:31][C:32](=[O:36])[N:33]([CH3:35])[CH3:34])=[CH:29][CH:30]=2)=[N:4]1)[CH3:2], predict the reactants needed to synthesize it. The reactants are: [CH2:1]([N:3]1[CH:7]=[C:6]([C:8]2[CH:13]=[CH:12][N:11]=[C:10]3[NH:14][C:15]([C:17]4[CH:22]=[CH:21][CH:20]=[C:19]([CH2:23][OH:24])[CH:18]=4)=[CH:16][C:9]=23)[C:5]([C:25]2[CH:30]=[CH:29][C:28]([NH:31][C:32](=[O:36])[N:33]([CH3:35])[CH3:34])=[CH:27][CH:26]=2)=[N:4]1)[CH3:2].